Dataset: Forward reaction prediction with 1.9M reactions from USPTO patents (1976-2016). Task: Predict the product of the given reaction. (1) Given the reactants C1C2C(=CC=CC=2)C=CC=1N[N:12]=[C:13]([C:16]#[N:17])[C:14]#[N:15].[NH2:18][C:19]1[CH:28]=[CH:27][C:26]2[C:21](=[CH:22][CH:23]=[CH:24][CH:25]=2)[CH:20]=1.C(#N)CC#N.O.[NH2:35][NH2:36], predict the reaction product. The product is: [CH:20]1[C:21]2[C:26](=[CH:25][CH:24]=[CH:23][CH:22]=2)[CH:27]=[CH:28][C:19]=1[NH:18][N:12]=[C:13]1[C:14]([NH2:15])=[N:36][N:35]=[C:16]1[NH2:17]. (2) Given the reactants [CH3:1][C:2]1[CH:3]=[C:4]([C:10]2[CH:11]=[CH:12][C:13]3[N:14]=[CH:15][NH:16][C:17](=O)[C:18]=3[N:19]=2)[CH:5]=[CH:6][C:7]=1[O:8][CH3:9].P(Cl)(Cl)([Cl:23])=O.N1C(C)=CC=CC=1C, predict the reaction product. The product is: [Cl:23][C:17]1[C:18]2[N:19]=[C:10]([C:4]3[CH:5]=[CH:6][C:7]([O:8][CH3:9])=[C:2]([CH3:1])[CH:3]=3)[CH:11]=[CH:12][C:13]=2[N:14]=[CH:15][N:16]=1. (3) Given the reactants [CH3:1][SiH2:2][O:3][Si:4]([CH3:7])([CH3:6])[CH3:5].[C:8]([O:13][CH2:14][CH:15]=C)(=[O:12])[C:9](C)=[CH2:10].[CH:17]1C=CC(P(C2C=CC=CC=2)C2C=CC=CC=2)=CC=1, predict the reaction product. The product is: [CH3:5][Si:4]([CH2:7][CH2:15][CH2:14][O:13][C:8](=[O:12])[CH:9]=[CH2:10])([CH3:6])[O:3][SiH:2]([CH3:17])[CH3:1]. (4) Given the reactants [CH2:1]([O:19][CH:20]([O:35][CH2:36][CH2:37][CH2:38][CH2:39][CH2:40][CH2:41][CH2:42][CH2:43]/[CH:44]=[CH:45]\[CH2:46]/[CH:47]=[CH:48]\[CH2:49][CH2:50][CH2:51][CH2:52][CH3:53])[C:21]1([N:24]2C(=O)C3C(=CC=CC=3)C2=O)[CH2:23][CH2:22]1)[CH2:2][CH2:3][CH2:4][CH2:5][CH2:6][CH2:7][CH2:8]/[CH:9]=[CH:10]\[CH2:11]/[CH:12]=[CH:13]\[CH2:14][CH2:15][CH2:16][CH2:17][CH3:18].CNN, predict the reaction product. The product is: [CH2:36]([O:35][CH:20]([O:19][CH2:1][CH2:2][CH2:3][CH2:4][CH2:5][CH2:6][CH2:7][CH2:8]/[CH:9]=[CH:10]\[CH2:11]/[CH:12]=[CH:13]\[CH2:14][CH2:15][CH2:16][CH2:17][CH3:18])[C:21]1([NH2:24])[CH2:23][CH2:22]1)[CH2:37][CH2:38][CH2:39][CH2:40][CH2:41][CH2:42][CH2:43]/[CH:44]=[CH:45]\[CH2:46]/[CH:47]=[CH:48]\[CH2:49][CH2:50][CH2:51][CH2:52][CH3:53]. (5) Given the reactants [S:1]1[C:5]([C:6]2[C:7]([NH2:26])=[N:8][CH:9]=[C:10]([C:12]3[CH:17]=[CH:16][C:15]([O:18][Si:19]([C:22]([CH3:25])([CH3:24])[CH3:23])([CH3:21])[CH3:20])=[CH:14][CH:13]=3)[N:11]=2)=[CH:4][CH:3]=[C:2]1[C:27]1[S:28][CH:29]=[CH:30][CH:31]=1.[Si:32]([O:39][C:40]1[CH:45]=[CH:44][C:43]([CH2:46][C:47](Cl)=[O:48])=[CH:42][CH:41]=1)([C:35]([CH3:38])([CH3:37])[CH3:36])([CH3:34])[CH3:33].O, predict the reaction product. The product is: [S:1]1[C:5]([C:6]2[C:7]([NH:26][C:47](=[O:48])[CH2:46][C:43]3[CH:42]=[CH:41][C:40]([O:39][Si:32]([C:35]([CH3:37])([CH3:36])[CH3:38])([CH3:33])[CH3:34])=[CH:45][CH:44]=3)=[N:8][CH:9]=[C:10]([C:12]3[CH:17]=[CH:16][C:15]([O:18][Si:19]([C:22]([CH3:25])([CH3:24])[CH3:23])([CH3:21])[CH3:20])=[CH:14][CH:13]=3)[N:11]=2)=[CH:4][CH:3]=[C:2]1[C:27]1[S:28][CH:29]=[CH:30][CH:31]=1. (6) Given the reactants Br[C:2]1[CH:10]=[C:9]2[C:5]([CH2:6][C:7](=[O:11])[NH:8]2)=[CH:4][CH:3]=1.[OH2:12], predict the reaction product. The product is: [O:12]1[CH:4]=[CH:3][CH:2]=[C:10]1[C:2]1[CH:10]=[C:9]2[C:5]([CH2:6][C:7](=[O:11])[NH:8]2)=[CH:4][CH:3]=1. (7) Given the reactants [CH3:1][O:2][C:3](=[O:25])[CH2:4][C:5]1[CH:6]=[C:7]([C:13]2[CH:18]=[CH:17][C:16]([C:19]([F:22])([F:21])[F:20])=[CH:15][C:14]=2[CH:23]=O)[C:8]([O:11][CH3:12])=[CH:9][CH:10]=1.[CH2:26]1[C:34]2[C:29](=[CH:30][CH:31]=[CH:32][CH:33]=2)[C@H:28]([NH2:35])[C@@H:27]1[OH:36], predict the reaction product. The product is: [CH3:1][O:2][C:3](=[O:25])[CH2:4][C:5]1[CH:6]=[C:7]([C:13]2[CH:18]=[CH:17][C:16]([C:19]([F:21])([F:22])[F:20])=[CH:15][C:14]=2[CH2:23][NH:35][C@@H:28]2[C:29]3[C:34](=[CH:33][CH:32]=[CH:31][CH:30]=3)[CH2:26][C@@H:27]2[OH:36])[C:8]([O:11][CH3:12])=[CH:9][CH:10]=1.